This data is from NCI-60 drug combinations with 297,098 pairs across 59 cell lines. The task is: Regression. Given two drug SMILES strings and cell line genomic features, predict the synergy score measuring deviation from expected non-interaction effect. (1) Drug 1: C1=CC(=CC=C1C#N)C(C2=CC=C(C=C2)C#N)N3C=NC=N3. Drug 2: CCC1=C2CN3C(=CC4=C(C3=O)COC(=O)C4(CC)O)C2=NC5=C1C=C(C=C5)O. Cell line: MCF7. Synergy scores: CSS=12.3, Synergy_ZIP=-3.60, Synergy_Bliss=-0.439, Synergy_Loewe=-55.8, Synergy_HSA=-5.23. (2) Drug 1: C1CC(=O)NC(=O)C1N2CC3=C(C2=O)C=CC=C3N. Drug 2: COC1=C(C=C2C(=C1)N=CN=C2NC3=CC(=C(C=C3)F)Cl)OCCCN4CCOCC4. Cell line: SNB-19. Synergy scores: CSS=4.05, Synergy_ZIP=-4.87, Synergy_Bliss=-7.51, Synergy_Loewe=-5.20, Synergy_HSA=-3.65.